From a dataset of Full USPTO retrosynthesis dataset with 1.9M reactions from patents (1976-2016). Predict the reactants needed to synthesize the given product. (1) Given the product [Br:22][C:23]1[CH:28]=[CH:27][C:26]([F:30])=[C:25]([C:4]2[CH:5]=[CH:6][C:7]([S:9]([CH3:12])(=[O:10])=[O:11])=[CH:8][C:3]=2[O:2][CH3:1])[CH:24]=1, predict the reactants needed to synthesize it. The reactants are: [CH3:1][O:2][C:3]1[CH:8]=[C:7]([S:9]([CH3:12])(=[O:11])=[O:10])[CH:6]=[CH:5][C:4]=1B1OC(C)(C)C(C)(C)O1.[Br:22][C:23]1[CH:24]=[CH:25][C:26]([F:30])=[C:27](I)[CH:28]=1.C([O-])([O-])=O.[Na+].[Na+]. (2) The reactants are: [CH2:1]([N:5]([CH2:16][CH2:17][CH2:18][CH3:19])[C:6]1[CH:13]=[CH:12][C:9]([CH:10]=O)=[C:8]([O:14][CH3:15])[CH:7]=1)[CH2:2][CH2:3][CH3:4].[C:20]([C:22]1[C:23](=[C:38]([C:41]#[N:42])[C:39]#[N:40])[O:24][C:25]([C:32]2[CH:37]=[CH:36][CH:35]=[CH:34][CH:33]=2)([C:28]([F:31])([F:30])[F:29])[C:26]=1[CH3:27])#[N:21]. Given the product [CH2:1]([N:5]([CH2:16][CH2:17][CH2:18][CH3:19])[C:6]1[CH:13]=[CH:12][C:9]([CH:10]=[CH:27][C:26]2[C:25]([C:32]3[CH:33]=[CH:34][CH:35]=[CH:36][CH:37]=3)([C:28]([F:31])([F:29])[F:30])[O:24][C:23](=[C:38]([C:41]#[N:42])[C:39]#[N:40])[C:22]=2[C:20]#[N:21])=[C:8]([O:14][CH3:15])[CH:7]=1)[CH2:2][CH2:3][CH3:4], predict the reactants needed to synthesize it. (3) Given the product [NH2:5][C:53]([C:52]1[CH:56]=[C:57]([F:58])[C:49]([NH:48][C@H:43]2[CH2:44][CH2:45][CH2:46][CH2:47][C@H:42]2[NH:41][C:39](=[O:40])[O:38][C:34]([CH3:36])([CH3:37])[CH3:35])=[N:50][C:51]=1[NH:59][C:60]1[C:69]2[C:64](=[CH:65][CH:66]=[CH:67][CH:68]=2)[CH:63]=[N:62][CH:61]=1)=[O:55], predict the reactants needed to synthesize it. The reactants are: [Cl-].[NH4+].CC[N:5]=C=NCCCN(C)C.Cl.C1C=CC2N(O)N=NC=2C=1.C(N(C(C)C)CC)(C)C.[C:34]([O:38][C:39]([NH:41][C@H:42]1[CH2:47][CH2:46][CH2:45][CH2:44][C@H:43]1[NH:48][C:49]1[C:57]([F:58])=[CH:56][C:52]([C:53]([OH:55])=O)=[C:51]([NH:59][C:60]2[C:69]3[C:64](=[CH:65][CH:66]=[CH:67][CH:68]=3)[CH:63]=[N:62][CH:61]=2)[N:50]=1)=[O:40])([CH3:37])([CH3:36])[CH3:35]. (4) Given the product [F:1][C:2]1[C:3]([N:9]2[N:13]=[C:12]([NH:14][C:19](=[O:20])[C:18]3[CH:22]=[CH:23][CH:24]=[CH:25][C:17]=3[C:16]([F:15])([F:26])[F:27])[CH:11]=[N:10]2)=[N:4][CH:5]=[C:6]([F:8])[CH:7]=1, predict the reactants needed to synthesize it. The reactants are: [F:1][C:2]1[C:3]([N:9]2[N:13]=[C:12]([NH2:14])[CH:11]=[N:10]2)=[N:4][CH:5]=[C:6]([F:8])[CH:7]=1.[F:15][C:16]([F:27])([F:26])[C:17]1[CH:25]=[CH:24][CH:23]=[CH:22][C:18]=1[C:19](Cl)=[O:20].C(N(CC)CC)C. (5) The reactants are: [F:1][C:2]1[CH:7]=[CH:6][C:5]([C:8](=[O:17])[CH2:9][C:10](=O)[C:11]([O:13][CH2:14][CH3:15])=[O:12])=[CH:4][CH:3]=1.Cl.O[NH2:20]. Given the product [F:1][C:2]1[CH:7]=[CH:6][C:5]([C:8]2[O:17][N:20]=[C:10]([C:11]([O:13][CH2:14][CH3:15])=[O:12])[CH:9]=2)=[CH:4][CH:3]=1, predict the reactants needed to synthesize it.